Task: Binary Classification. Given a drug SMILES string, predict its activity (active/inactive) in a high-throughput screening assay against a specified biological target.. Dataset: KCNQ2 potassium channel screen with 302,405 compounds (1) The compound is O=C(NN)Cn1c2c(nc1C)cccc2. The result is 0 (inactive). (2) The drug is Fc1cc2c([nH]cc(c2=O)C(=O)NCc2ccccc2)cc1. The result is 0 (inactive). (3) The molecule is Clc1ccc(C2SCC(=O)N2C2CCCCC2)cc1. The result is 0 (inactive). (4) The drug is Clc1cc2[nH]c(nc(=O)c2cc1)CSc1sc2c(n1)cccc2. The result is 0 (inactive). (5) The molecule is S1\C(C(=O)N(CC(=O)Nc2ncccc2)C1=S)=C/c1ccc(OCC)cc1. The result is 0 (inactive). (6) The drug is Fc1ccc(Cc2oc(nn2)C(OC(C)C)=O)cc1. The result is 0 (inactive).